This data is from Full USPTO retrosynthesis dataset with 1.9M reactions from patents (1976-2016). The task is: Predict the reactants needed to synthesize the given product. (1) Given the product [CH3:23][C:24]1([CH3:31])[O:29][CH2:28][C:27]([C:2]#[C:1][C:3]2[CH:8]=[CH:7][C:6]([CH2:9][CH2:10][CH2:11][CH2:12][CH2:13][CH2:14][CH2:15][CH3:16])=[CH:5][CH:4]=2)([OH:30])[CH2:26][O:25]1, predict the reactants needed to synthesize it. The reactants are: [C:1]([C:3]1[CH:8]=[CH:7][C:6]([CH2:9][CH2:10][CH2:11][CH2:12][CH2:13][CH2:14][CH2:15][CH3:16])=[CH:5][CH:4]=1)#[CH:2].C1CCCCC1.[CH3:23][C:24]1([CH3:31])[O:29][CH2:28][C:27](=[O:30])[CH2:26][O:25]1. (2) Given the product [Cl:1][C:2]1[CH:7]=[CH:6][C:5]([C:8]2[CH:13]=[CH:12][N:11]([C:14]3[CH:22]=[C:21]4[C:17]([C:18]5[CH2:27][CH2:26][N:25]([CH3:33])[CH2:24][C:19]=5[N:20]4[CH3:23])=[CH:16][CH:15]=3)[C:10](=[O:28])[CH:9]=2)=[C:4]([O:29][CH3:30])[CH:3]=1, predict the reactants needed to synthesize it. The reactants are: [Cl:1][C:2]1[CH:7]=[CH:6][C:5]([C:8]2[CH:13]=[CH:12][N:11]([C:14]3[CH:22]=[C:21]4[C:17]([C:18]5[CH2:27][CH2:26][NH:25][CH2:24][C:19]=5[N:20]4[CH3:23])=[CH:16][CH:15]=3)[C:10](=[O:28])[CH:9]=2)=[C:4]([O:29][CH3:30])[CH:3]=1.C=O.[C:33](O[BH-](OC(=O)C)OC(=O)C)(=O)C.[Na+].C([O-])(O)=O.[Na+]. (3) Given the product [C:8]1([CH2:14][CH2:15][CH2:16][C:17]([O:19][CH2:20][CH2:21][O:22][C:23]([NH:7][C:3]2([C:4]([OH:6])=[O:5])[CH2:2][CH2:1]2)=[O:24])=[O:18])[CH:9]=[CH:10][CH:11]=[CH:12][CH:13]=1, predict the reactants needed to synthesize it. The reactants are: [CH2:1]1[C:3]([NH2:7])([C:4]([OH:6])=[O:5])[CH2:2]1.[C:8]1([CH2:14][CH2:15][CH2:16][C:17]([O:19][CH2:20][CH2:21][O:22][C:23](ON2C(=O)CCC2=O)=[O:24])=[O:18])[CH:13]=[CH:12][CH:11]=[CH:10][CH:9]=1. (4) Given the product [CH3:1][O:2][C:3](=[O:11])[C:4]1[CH:9]=[CH:8][C:7]([I:10])=[C:6]([N+:12]([O-:14])=[O:13])[CH:5]=1, predict the reactants needed to synthesize it. The reactants are: [CH3:1][O:2][C:3](=[O:11])[C:4]1[CH:9]=[CH:8][C:7]([I:10])=[CH:6][CH:5]=1.[N+:12]([O-])([OH:14])=[O:13].C(OCC)(=O)C. (5) Given the product [Cl:1][C:2]1[C:3]([NH:23][C:24]2[CH:28]=[C:27]([CH3:29])[NH:26][N:25]=2)=[N:4][C:5]([NH:8][C:9]2[C:10]([F:22])=[CH:11][C:12]([CH:16]3[CH2:17][CH2:18][N:19]([CH2:32][CH2:31][C:30]#[N:33])[CH2:20][CH2:21]3)=[C:13]([CH3:15])[CH:14]=2)=[N:6][CH:7]=1, predict the reactants needed to synthesize it. The reactants are: [Cl:1][C:2]1[C:3]([NH:23][C:24]2[CH:28]=[C:27]([CH3:29])[NH:26][N:25]=2)=[N:4][C:5]([NH:8][C:9]2[CH:14]=[C:13]([CH3:15])[C:12]([CH:16]3[CH2:21][CH2:20][NH:19][CH2:18][CH2:17]3)=[CH:11][C:10]=2[F:22])=[N:6][CH:7]=1.[C:30](#[N:33])[CH:31]=[CH2:32]. (6) Given the product [CH2:1]([C:3]1[C:4]2[CH:5]=[CH:6][C:7]([O:26][CH3:27])=[C:8]([O:24][CH3:25])[C:9]=2[CH:10]([C:29]([CH3:31])=[CH2:30])[N:11]2[CH2:20][CH2:19][C:18]3[C:13](=[CH:14][C:15]4[O:23][CH2:22][O:21][C:16]=4[CH:17]=3)[C:12]=12)[CH3:2], predict the reactants needed to synthesize it. The reactants are: [CH2:1]([C:3]1[C:4]2[CH:5]=[CH:6][C:7]([O:26][CH3:27])=[C:8]([O:24][CH3:25])[C:9]=2[CH2:10][NH+:11]2[CH2:20][CH2:19][C:18]3[C:13](=[CH:14][C:15]4[O:23][CH2:22][O:21][C:16]=4[CH:17]=3)[C:12]=12)[CH3:2].[I-].[C:29]([Mg]Br)([CH3:31])=[CH2:30].O1CCCC1. (7) Given the product [F:13][C:14]1[C:22]([CH3:1])=[C:21]([F:23])[CH:20]=[CH:19][C:15]=1[C:16]([OH:18])=[O:17], predict the reactants needed to synthesize it. The reactants are: [CH:1](NC(C)C)(C)C.[Li]CCCC.[F:13][C:14]1[CH:22]=[C:21]([F:23])[CH:20]=[CH:19][C:15]=1[C:16]([OH:18])=[O:17].CI.[NH4+].[Cl-]. (8) Given the product [CH3:1][NH:2][S:3]([C:6]1[CH:11]=[CH:10][CH:9]=[C:8]([O:12][CH2:13][CH2:14][CH2:15][I:18])[CH:7]=1)(=[O:5])=[O:4], predict the reactants needed to synthesize it. The reactants are: [CH3:1][NH:2][S:3]([C:6]1[CH:11]=[CH:10][CH:9]=[C:8]([O:12][CH2:13][CH2:14][CH2:15]Cl)[CH:7]=1)(=[O:5])=[O:4].[Na+].[I-:18]. (9) Given the product [Cl:1][C:2]1[CH:3]=[C:4]([N:8]2[N:12]=[N:11][C:10]([C:13]3[CH:18]=[CH:17][CH:16]=[CH:15][N:14]=3)=[N:9]2)[CH:5]=[C:6]([Cl:19])[CH:7]=1, predict the reactants needed to synthesize it. The reactants are: [Cl:1][C:2]1[CH:3]=[C:4]([N:8]2[N:12]=[N:11][C:10]([C:13]3[CH:18]=[CH:17][CH:16]=[CH:15][N:14]=3)=[N:9]2)[CH:5]=[CH:6][CH:7]=1.[Cl:19]C1C=C(C=C(Cl)C=1)N.N1C=CC=CC=1C=O. (10) Given the product [CH3:1][N:2]([CH3:11])[C:3]1[CH:8]=[CH:7][C:6]([C:21]2[N:22]=[C:18]([NH:17][C:15](=[O:16])[C:14]3[C:13]([F:12])=[CH:42][CH:41]=[CH:40][C:39]=3[F:43])[S:19][C:20]=2[C:29]2[CH:34]=[CH:33][CH:32]=[C:31]([C:35]([F:36])([F:37])[F:38])[CH:30]=2)=[CH:5][CH:4]=1, predict the reactants needed to synthesize it. The reactants are: [CH3:1][N:2]([CH3:11])[C:3]1[CH:8]=[CH:7][C:6]([Mg]Br)=[CH:5][CH:4]=1.[F:12][C:13]1[CH:42]=[CH:41][CH:40]=[C:39]([F:43])[C:14]=1[C:15]([NH:17][C:18]1[S:19][C:20]([C:29]2[CH:34]=[CH:33][CH:32]=[C:31]([C:35]([F:38])([F:37])[F:36])[CH:30]=2)=[C:21](C2C=CC=CN=2)[N:22]=1)=[O:16].